This data is from Forward reaction prediction with 1.9M reactions from USPTO patents (1976-2016). The task is: Predict the product of the given reaction. Given the reactants [F:1][C:2]1[C:10]([F:11])=[C:9]([F:12])[CH:8]=[CH:7][C:3]=1[C:4](O)=[O:5].N1C=CC=CC=1.C(Cl)(=O)C([Cl:22])=O, predict the reaction product. The product is: [F:1][C:2]1[C:10]([F:11])=[C:9]([F:12])[CH:8]=[CH:7][C:3]=1[C:4]([Cl:22])=[O:5].